Task: Regression. Given a peptide amino acid sequence and an MHC pseudo amino acid sequence, predict their binding affinity value. This is MHC class I binding data.. Dataset: Peptide-MHC class I binding affinity with 185,985 pairs from IEDB/IMGT (1) The peptide sequence is NFIPIIYSK. The MHC is HLA-A11:01 with pseudo-sequence HLA-A11:01. The binding affinity (normalized) is 0.505. (2) The peptide sequence is PPPSLPSPSRL. The MHC is HLA-B07:02 with pseudo-sequence HLA-B07:02. The binding affinity (normalized) is 0.258. (3) The peptide sequence is DVRNIVTFI. The MHC is HLA-A02:06 with pseudo-sequence HLA-A02:06. The binding affinity (normalized) is 0.118. (4) The peptide sequence is LLDAHIPQL. The MHC is HLA-B35:01 with pseudo-sequence HLA-B35:01. The binding affinity (normalized) is 0. (5) The peptide sequence is SYQYLIIQNR. The MHC is HLA-A31:01 with pseudo-sequence HLA-A31:01. The binding affinity (normalized) is 1.00. (6) The binding affinity (normalized) is 0.603. The peptide sequence is GMFIIFIPI. The MHC is HLA-A02:16 with pseudo-sequence HLA-A02:16. (7) The peptide sequence is IYYLEKANK. The MHC is HLA-A24:02 with pseudo-sequence HLA-A24:02. The binding affinity (normalized) is 0.0847.